Dataset: Reaction yield outcomes from USPTO patents with 853,638 reactions. Task: Predict the reaction yield, written as a fraction of the theoretical maximum amount of product (1.0 means a 100% yield; for example, 0.34 means a 34% yield). The reactants are C(OOC(=O)C1C=CC=CC=1)(=O)C1C=CC=CC=1.[Br:19]N1C(=O)CCC1=O.[F:27][C:28]1[CH:33]=[CH:32][C:31]([N:34]2[CH2:39][CH2:38][C:37]3=[N:40][C:41]([CH2:43][O:44][C:45]4[CH:50]=[CH:49][CH:48]=[CH:47][CH:46]=4)=[CH:42][N:36]3[C:35]2=[O:51])=[CH:30][CH:29]=1. The catalyst is ClCCCl. The product is [Br:19][C:42]1[N:36]2[C:35](=[O:51])[N:34]([C:31]3[CH:32]=[CH:33][C:28]([F:27])=[CH:29][CH:30]=3)[CH2:39][CH2:38][C:37]2=[N:40][C:41]=1[CH2:43][O:44][C:45]1[CH:46]=[CH:47][CH:48]=[CH:49][CH:50]=1. The yield is 0.350.